From a dataset of M1 muscarinic receptor antagonist screen with 61,756 compounds. Binary Classification. Given a drug SMILES string, predict its activity (active/inactive) in a high-throughput screening assay against a specified biological target. (1) The result is 0 (inactive). The molecule is O=C(NC(C(C)C)C(=O)NC(C)C(OCC)=O)C1CCC(CC1)CC. (2) The compound is Fc1c(NC(=O)N(CCN2CCOCC2)Cc2cc3c([nH]c2=O)cc(c(c3)C)C)cccc1. The result is 0 (inactive). (3) The drug is s1c2c([nH]c(C(=O)n3nc(c(c3C)C)C)c2)cc1. The result is 0 (inactive). (4) The molecule is S(CC(OC)=O)c1snc(SCC(OC)=O)n1. The result is 0 (inactive).